Dataset: Catalyst prediction with 721,799 reactions and 888 catalyst types from USPTO. Task: Predict which catalyst facilitates the given reaction. (1) Reactant: [CH3:1][C:2]1[CH:3]=[C:4]([CH:22]=[CH:23][C:24]=1[CH3:25])[C:5]([C:7]1[C:16](=[O:17])[C:15]2[CH:14]=[C:13]3[O:18][CH2:19][CH2:20][O:21][C:12]3=[CH:11][C:10]=2[NH:9][CH:8]=1)=[O:6].[H-].[Na+].Br.Br[CH2:30][C:31]1[CH:36]=[CH:35][N:34]=[CH:33][CH:32]=1. Product: [CH3:1][C:2]1[CH:3]=[C:4]([CH:22]=[CH:23][C:24]=1[CH3:25])[C:5]([C:7]1[C:16](=[O:17])[C:15]2[CH:14]=[C:13]3[O:18][CH2:19][CH2:20][O:21][C:12]3=[CH:11][C:10]=2[N:9]([CH2:30][C:31]2[CH:36]=[CH:35][N:34]=[CH:33][CH:32]=2)[CH:8]=1)=[O:6]. The catalyst class is: 9. (2) Reactant: [Cl:1][C:2]1[CH:10]=[C:9]([NH:11][CH:12]2[CH2:14][CH2:13]2)[C:5]([C:6]([OH:8])=O)=[CH:4][N:3]=1.CCN(C(C)C)C(C)C.[NH2:24][CH2:25][C:26]([F:32])([F:31])[C:27]([CH3:30])([OH:29])[CH3:28].CN(C(ON1N=NC2C=CC=NC1=2)=[N+](C)C)C.F[P-](F)(F)(F)(F)F. Product: [Cl:1][C:2]1[CH:10]=[C:9]([NH:11][CH:12]([CH3:13])[CH3:14])[C:5]([C:6]([NH:24][CH2:25][C:26]([F:32])([F:31])[C:27]([OH:29])([CH3:30])[CH3:28])=[O:8])=[CH:4][N:3]=1. The catalyst class is: 18. (3) The catalyst class is: 6. Product: [NH2:8][C:9]1[CH:14]=[C:13]([O:15][C:16]2[CH:17]=[C:18]([CH2:22][CH2:23][C:24]([O:26][CH3:27])=[O:25])[CH:19]=[CH:20][CH:21]=2)[CH:12]=[CH:11][N:10]=1. Reactant: C(OC([NH:8][C:9]1[CH:14]=[C:13]([O:15][C:16]2[CH:17]=[C:18]([CH2:22][CH2:23][C:24]([O:26][CH3:27])=[O:25])[CH:19]=[CH:20][CH:21]=2)[CH:12]=[CH:11][N:10]=1)=O)(C)(C)C.FC(F)(F)C(O)=O. (4) Reactant: [C:1]([O:5][C:6]([N:8]1[C:16]2[C:11](=[CH:12][C:13](Br)=[CH:14][CH:15]=2)[CH:10]=[N:9]1)=[O:7])([CH3:4])([CH3:3])[CH3:2].[F:18][C:19]1[CH:26]=[C:25](C2OC(C)(C)C(C)(C)O2)[CH:24]=[CH:23][C:20]=1[CH:21]=[O:22].C(Cl)Cl.C(=O)([O-])[O-].[Cs+].[Cs+].O. Product: [C:1]([O:5][C:6]([N:8]1[C:16]2[C:11](=[CH:12][C:13]([C:24]3[CH:25]=[CH:26][C:19]([F:18])=[C:20]([CH:21]=[O:22])[CH:23]=3)=[CH:14][CH:15]=2)[CH:10]=[N:9]1)=[O:7])([CH3:4])([CH3:3])[CH3:2]. The catalyst class is: 75. (5) Reactant: [Br:1][C:2]1[C:3]([N:10]([CH:12]2[CH2:17][CH2:16][CH2:15][CH2:14][CH2:13]2)[NH2:11])=[N:4][C:5]([C:8]#[N:9])=[N:6][CH:7]=1.CCN(C(C)C)C(C)C.[Cl:27][CH2:28][C:29]1[CH:34]=[CH:33][C:32]([C:35]2[N:40]=[CH:39][C:38]([C:41](Cl)=[O:42])=[CH:37][CH:36]=2)=[CH:31][CH:30]=1. The catalyst class is: 1. Product: [Br:1][C:2]1[C:3]([N:10]([CH:12]2[CH2:13][CH2:14][CH2:15][CH2:16][CH2:17]2)[NH:11][C:41]([C:38]2[CH:39]=[N:40][C:35]([C:32]3[CH:33]=[CH:34][C:29]([CH2:28][Cl:27])=[CH:30][CH:31]=3)=[CH:36][CH:37]=2)=[O:42])=[N:4][C:5]([C:8]#[N:9])=[N:6][CH:7]=1.